From a dataset of Catalyst prediction with 721,799 reactions and 888 catalyst types from USPTO. Predict which catalyst facilitates the given reaction. (1) Product: [NH:39]=[C:34]([NH:27][NH:26][C:24](=[O:25])[C@@H:23]([N:28]1[CH:32]=[CH:31][CH:30]=[CH:29]1)[CH2:22][C:19]1[CH:20]=[CH:21][C:16]([O:15][CH2:14][CH2:13][C:3]2[N:4]=[C:5]([C:7]3[CH:8]=[CH:9][CH:10]=[CH:11][CH:12]=3)[O:6][C:2]=2[CH3:1])=[CH:17][CH:18]=1)[CH3:35]. The catalyst class is: 1. Reactant: [CH3:1][C:2]1[O:6][C:5]([C:7]2[CH:12]=[CH:11][CH:10]=[CH:9][CH:8]=2)=[N:4][C:3]=1[CH2:13][CH2:14][O:15][C:16]1[CH:21]=[CH:20][C:19]([CH2:22][C@H:23]([N:28]2[CH:32]=[CH:31][CH:30]=[CH:29]2)[C:24]([NH:26][NH2:27])=[O:25])=[CH:18][CH:17]=1.Cl.[C:34](=[NH:39])(OCC)[CH3:35].C(N(CC)CC)C. (2) Reactant: [CH3:1][O:2][C:3]1[CH:8]=[CH:7][CH:6]=[CH:5][C:4]=1[NH:9][NH:10][C:11](=[O:13])[CH3:12].[Cl:14][C:15]1[CH:20]=[CH:19][C:18]([C:21](=O)CC(OCC)=O)=[CH:17][CH:16]=1.P(Cl)(Cl)Cl. Product: [Cl:14][C:15]1[CH:20]=[CH:19][C:18]([C:21]2[N:9]([C:4]3[CH:5]=[CH:6][CH:7]=[CH:8][C:3]=3[O:2][CH3:1])[NH:10][C:11](=[O:13])[CH:12]=2)=[CH:17][CH:16]=1. The catalyst class is: 26. (3) Reactant: [OH:1][C@@H:2]1[CH2:6][NH:5][C:4](=[O:7])[CH2:3]1.N1C=CN=C1.[CH3:13][C:14]([Si:17](Cl)([CH3:19])[CH3:18])([CH3:16])[CH3:15].O. Product: [Si:17]([O:1][C@@H:2]1[CH2:6][NH:5][C:4](=[O:7])[CH2:3]1)([C:14]([CH3:16])([CH3:15])[CH3:13])([CH3:19])[CH3:18]. The catalyst class is: 3. (4) The catalyst class is: 251. Product: [C:41]([NH:29][S:26]([C:23]1[CH:22]=[CH:21][C:20]([C:18](=[O:19])/[CH:17]=[CH:16]/[C:14]2[CH:15]=[C:10]([C:2]3[NH:1][C:9]4[C:4]([CH:3]=3)=[CH:5][CH:6]=[CH:7][CH:8]=4)[C:11]([O:32][CH3:33])=[CH:12][C:13]=2[O:30][CH3:31])=[CH:25][CH:24]=1)(=[O:28])=[O:27])(=[O:45])[CH2:42][CH2:43][CH3:44]. Reactant: [NH:1]1[C:9]2[C:4](=[CH:5][CH:6]=[CH:7][CH:8]=2)[CH:3]=[C:2]1[C:10]1[C:11]([O:32][CH3:33])=[CH:12][C:13]([O:30][CH3:31])=[C:14](/[CH:16]=[CH:17]/[C:18]([C:20]2[CH:25]=[CH:24][C:23]([S:26]([NH2:29])(=[O:28])=[O:27])=[CH:22][CH:21]=2)=[O:19])[CH:15]=1.CCN(CC)CC.[C:41](O[C:41](=[O:45])[CH2:42][CH2:43][CH3:44])(=[O:45])[CH2:42][CH2:43][CH3:44].O. (5) Reactant: P(Br)(Br)[Br:2].[F:5][C:6]1[CH:7]=[C:8]([C:12]2[C:21]3[C:16](=[CH:17][CH:18]=[CH:19][CH:20]=3)[C:15](=[O:22])[O:14][C:13]=2[CH:23](O)[CH3:24])[CH:9]=[CH:10][CH:11]=1. Product: [Br:2][CH:23]([C:13]1[O:14][C:15](=[O:22])[C:16]2[C:21]([C:12]=1[C:8]1[CH:9]=[CH:10][CH:11]=[C:6]([F:5])[CH:7]=1)=[CH:20][CH:19]=[CH:18][CH:17]=2)[CH3:24]. The catalyst class is: 2. (6) Reactant: [CH3:1][C@@H:2]([CH2:6][C@H:7]([C@@H:9]1[C@:26]2([CH3:27])[C@H:12]([C@H:13]3[C@H:23]([CH2:24][CH2:25]2)[C@:21]2([CH3:22])[C@@H:16]([CH2:17][C@H:18]([OH:28])[CH2:19][CH2:20]2)[CH2:15][C@H:14]3[OH:29])[CH2:11][CH2:10]1)[CH3:8])[C:3]([OH:5])=[O:4].[Cr](Cl)([O-])(=O)=O.[NH+]1C=CC=CC=1. Product: [CH3:1][C@@H:2]([CH2:6][C@H:7]([C@@H:9]1[C@:26]2([CH3:27])[C@H:12]([C@H:13]3[C@H:23]([CH2:24][CH2:25]2)[C@:21]2([CH3:22])[C@@H:16]([CH2:17][C:18](=[O:28])[CH2:19][CH2:20]2)[CH2:15][C:14]3=[O:29])[CH2:11][CH2:10]1)[CH3:8])[C:3]([OH:5])=[O:4]. The catalyst class is: 373. (7) The catalyst class is: 290. Product: [C@@H:2]1([N:11]2[CH:19]=[C:17]([CH3:18])[C:15](=[O:16])[NH:14][C:12]2=[S:13])[O:8][C@H:7]([CH2:9][OH:10])[C@@H:5]([OH:6])[CH2:3]1. Reactant: O[CH:2]1[O:8][C@H:7]([CH2:9][OH:10])[C@@H:5]([OH:6])[C@H:3]1O.[NH:11]1[CH:19]=[C:17]([CH3:18])[C:15](=[O:16])[NH:14][C:12]1=[S:13].Cl[Sn](Cl)(Cl)Cl.